This data is from Experimentally validated miRNA-target interactions with 360,000+ pairs, plus equal number of negative samples. The task is: Binary Classification. Given a miRNA mature sequence and a target amino acid sequence, predict their likelihood of interaction. The protein sequence of the target gene is MFRCGGLAGAFKQKLVPLVRTVYVQRPKQRNRLPGNLFQQWRVPLELQMARQMASSGSSGGKMDNSVLVLIVGLSTIGAGAYAYKTIKEDQKRYNERVMGLGLSPEEKQRRAIASATEGGSVPQIRAPSHVPFLLIGGGTAAFAAARSIRARDPGARVLIVSEDPELPYMRPPLSKELWFSDDPNVTKTLQFRQWNGKERSIYFQPPSFYVSAQDLPNIENGGVAVLTGKKVVHLDVRGNMVKLNDGSQITFEKCLIATGGTPRSLSAIDRAGAEVKSRTTLFRKIGDFRALEKISREVK.... The miRNA is mmu-miR-544-5p with sequence UCUUGUUAAAAAGCAGAGUCU. Result: 0 (no interaction).